From a dataset of Peptide-MHC class I binding affinity with 185,985 pairs from IEDB/IMGT. Regression. Given a peptide amino acid sequence and an MHC pseudo amino acid sequence, predict their binding affinity value. This is MHC class I binding data. The peptide sequence is VPRRKAKII. The MHC is HLA-B40:02 with pseudo-sequence HLA-B40:02. The binding affinity (normalized) is 0.173.